Dataset: Forward reaction prediction with 1.9M reactions from USPTO patents (1976-2016). Task: Predict the product of the given reaction. (1) Given the reactants [C:1](Cl)(=[O:8])[C:2]1[CH:7]=[CH:6][CH:5]=[CH:4][CH:3]=1.[CH3:10][C:11]1[C:19]([CH3:20])=[C:18]([CH3:21])[C:17]([CH3:22])=[C:16]2[C:12]=1[CH2:13][C:14](=[N:24]O)[C:15]2=[O:23].C(N(CC)CC)C, predict the reaction product. The product is: [CH3:10][C:11]1[C:19]([CH3:20])=[C:18]([CH3:21])[C:17]([CH3:22])=[C:16]2[C:12]=1[CH2:13][CH:14]([NH:24][C:1](=[O:8])[C:2]1[CH:7]=[CH:6][CH:5]=[CH:4][CH:3]=1)[C:15]2=[O:23]. (2) The product is: [CH3:30][C:26]1[CH:25]=[C:24]([C:9]2[CH2:14][CH2:13][CH:12]([CH:15]([CH3:21])[C:16]([O:18][CH2:19][CH3:20])=[O:17])[CH2:11][CH:10]=2)[CH:29]=[CH:28][N:27]=1. Given the reactants CC1(C)C(C)(C)OB([C:9]2[CH2:14][CH2:13][CH:12]([CH:15]([CH3:21])[C:16]([O:18][CH2:19][CH3:20])=[O:17])[CH2:11][CH:10]=2)O1.Br[C:24]1[CH:29]=[CH:28][N:27]=[C:26]([CH3:30])[CH:25]=1.O.C([O-])([O-])=O.[Na+].[Na+], predict the reaction product. (3) Given the reactants [CH:1]([P:3](=[O:10])([O:7][CH2:8][CH3:9])[O:4][CH2:5][CH3:6])=[CH2:2].[NH3:11], predict the reaction product. The product is: [NH:11]([CH2:2][CH2:1][P:3](=[O:10])([O:7][CH2:8][CH3:9])[O:4][CH2:5][CH3:6])[CH2:2][CH2:1][P:3](=[O:10])([O:7][CH2:8][CH3:9])[O:4][CH2:5][CH3:6]. (4) Given the reactants [NH2:1][C:2]1[CH:10]=[CH:9][C:5]([C:6]([OH:8])=[O:7])=[CH:4][C:3]=1[O:11][CH3:12].[F:13][C:14]1([F:20])[CH2:17][CH:16]([CH:18]=O)[CH2:15]1.C(O[BH-](OC(=O)C)OC(=O)C)(=O)C.[Na+].C(O)(=O)C.C(O)(C(F)(F)F)=O.[OH-].[Na+], predict the reaction product. The product is: [F:13][C:14]1([F:20])[CH2:17][CH:16]([CH2:18][NH:1][C:2]2[CH:10]=[CH:9][C:5]([C:6]([OH:8])=[O:7])=[CH:4][C:3]=2[O:11][CH3:12])[CH2:15]1. (5) Given the reactants Br[C:2]1[CH:7]=[CH:6][CH:5]=[CH:4][C:3]=1[CH2:8][C:9]([OH:11])=[O:10].[F:12][C:13]1[CH:14]=[C:15]([CH:17]=[CH:18][C:19]=1[CH3:20])[NH2:16], predict the reaction product. The product is: [F:12][C:13]1[CH:14]=[C:15]([NH:16][C:2]2[CH:7]=[CH:6][CH:5]=[CH:4][C:3]=2[CH2:8][C:9]([OH:11])=[O:10])[CH:17]=[CH:18][C:19]=1[CH3:20]. (6) Given the reactants O.[OH-].[Li+].[OH:4][C@H:5]([CH2:11][CH2:12][CH2:13][CH2:14][CH2:15][CH2:16][CH2:17][CH2:18][CH2:19][CH2:20][CH3:21])[CH2:6][C:7]([O:9]C)=[O:8].Cl, predict the reaction product. The product is: [OH:4][C@H:5]([CH2:11][CH2:12][CH2:13][CH2:14][CH2:15][CH2:16][CH2:17][CH2:18][CH2:19][CH2:20][CH3:21])[CH2:6][C:7]([OH:9])=[O:8]. (7) The product is: [O:42]=[C:41]1[N:8]([CH:9]2[CH2:14][CH2:13][N:12]([C:15]([O:17][C@@H:18]([C:15]([O:17][CH3:18])=[O:16])[CH2:19][C:20]3[CH:21]=[C:22]([CH3:30])[C:23]([NH2:29])=[C:24]([NH2:26])[CH:25]=3)=[O:16])[CH2:11][CH2:10]2)[CH2:7][CH2:6][C:5]2[CH:35]=[CH:36][CH:37]=[CH:38][C:4]=2[NH:3]1. Given the reactants O=C1[N:8]([CH:9]2[CH2:14][CH2:13][N:12]([C:15]([O:17][C@@H:18](OC)[C:19](=C=O)[C:20]3[CH:25]=[C:24]([N+:26]([O-])=O)[C:23]([NH2:29])=[C:22]([CH3:30])[CH:21]=3)=[O:16])[CH2:11][CH2:10]2)[CH2:7][CH2:6][C:5]2[CH:35]=[CH:36][CH:37]=[CH:38][C:4]=2[NH:3]1.[H][H].[CH3:41][OH:42], predict the reaction product.